From a dataset of Full USPTO retrosynthesis dataset with 1.9M reactions from patents (1976-2016). Predict the reactants needed to synthesize the given product. Given the product [CH2:24]([N:26]([CH2:27][CH3:28])[C:2]1[O:3][C:4]2[C:5](=[C:7]([C:19]#[N:20])[C:8]([CH3:18])=[C:9]([C:12]3[CH:17]=[CH:16][CH:15]=[CH:14][CH:13]=3)[C:10]=2[F:11])[N:6]=1)[CH3:25], predict the reactants needed to synthesize it. The reactants are: Cl[C:2]1[O:3][C:4]2[C:5](=[C:7]([C:19]#[N:20])[C:8]([CH3:18])=[C:9]([C:12]3[CH:17]=[CH:16][CH:15]=[CH:14][CH:13]=3)[C:10]=2[F:11])[N:6]=1.Cl.CN.[CH2:24]([N:26](CC)[CH2:27][CH3:28])[CH3:25].C(=O)([O-])O.[Na+].